From a dataset of Forward reaction prediction with 1.9M reactions from USPTO patents (1976-2016). Predict the product of the given reaction. (1) The product is: [CH2:22]([O:21][C:19]([NH:1][C:2]1[CH:3]=[C:4]([CH:8]=[CH:9][C:10]=1[F:11])[C:5]([OH:7])=[O:6])=[O:20])[C:23]1[CH:28]=[CH:27][CH:26]=[CH:25][CH:24]=1. Given the reactants [NH2:1][C:2]1[CH:3]=[C:4]([CH:8]=[CH:9][C:10]=1[F:11])[C:5]([OH:7])=[O:6].C(=O)([O-])[O-].[Cs+].[Cs+].Cl[C:19]([O:21][CH2:22][C:23]1[CH:28]=[CH:27][CH:26]=[CH:25][CH:24]=1)=[O:20], predict the reaction product. (2) Given the reactants [F:1][C:2]([F:9])([F:8])[C:3]1[CH:4]=[N:5][NH:6][CH:7]=1.Cl[C:11]1[C:16]([CH3:17])=[CH:15][C:14]([N+:18]([O-])=O)=[CH:13][N:12]=1, predict the reaction product. The product is: [CH3:17][C:16]1[CH:15]=[C:14]([NH2:18])[CH:13]=[N:12][C:11]=1[N:5]1[CH:4]=[C:3]([C:2]([F:9])([F:8])[F:1])[CH:7]=[N:6]1. (3) Given the reactants [C:1]([CH2:3][C:4]([NH:6][C:7]1[CH:11]=[CH:10][N:9]([C:12]2[CH:17]=[CH:16][C:15]([B:18]3[O:22][C:21]([CH3:24])([CH3:23])[C:20]([CH3:26])([CH3:25])[O:19]3)=[CH:14][CH:13]=2)[C:8]=1[C:27]([O:29][CH2:30][CH3:31])=[O:28])=[O:5])#[N:2].C1C(=O)N([Cl:39])C(=O)C1, predict the reaction product. The product is: [Cl:39][C:10]1[N:9]([C:12]2[CH:13]=[CH:14][C:15]([B:18]3[O:22][C:21]([CH3:24])([CH3:23])[C:20]([CH3:25])([CH3:26])[O:19]3)=[CH:16][CH:17]=2)[C:8]([C:27]([O:29][CH2:30][CH3:31])=[O:28])=[C:7]([NH:6][C:4](=[O:5])[CH2:3][C:1]#[N:2])[CH:11]=1.